Predict the reaction yield, written as a fraction of the theoretical maximum amount of product (1.0 means a 100% yield; for example, 0.34 means a 34% yield). From a dataset of Reaction yield outcomes from USPTO patents with 853,638 reactions. (1) The reactants are [CH:1]1([Mg]Br)[CH2:3][CH2:2]1.[Cl:6][C:7]1[CH:12]=[CH:11][C:10]([C:13]2[N:14]=[C:15]([C:18]([CH3:26])([CH3:25])[C:19](N(OC)C)=[O:20])[S:16][CH:17]=2)=[CH:9][CH:8]=1. The catalyst is C1COCC1. The product is [Cl:6][C:7]1[CH:12]=[CH:11][C:10]([C:13]2[N:14]=[C:15]([C:18]([CH3:26])([CH3:25])[C:19]([CH:1]3[CH2:3][CH2:2]3)=[O:20])[S:16][CH:17]=2)=[CH:9][CH:8]=1. The yield is 0.664. (2) The reactants are [CH3:1][O:2][C:3]1[CH:8]=[CH:7][C:6]([C:9]2[CH:10]=[C:11]3[C:16](=[CH:17][CH:18]=2)[CH2:15][C:14](=[O:19])[CH2:13][CH2:12]3)=[CH:5][CH:4]=1.[C:20](=O)([O:24]CC)[O:21][CH2:22][CH3:23]. No catalyst specified. The product is [CH3:1][O:2][C:3]1[CH:4]=[CH:5][C:6]([C:9]2[CH:10]=[C:11]3[C:16](=[CH:17][CH:18]=2)[CH:15]([C:20]([O:21][CH2:22][CH3:23])=[O:24])[C:14](=[O:19])[CH2:13][CH2:12]3)=[CH:7][CH:8]=1. The yield is 0.310. (3) The reactants are [F:1][C:2]1[CH:20]=[C:19]([F:21])[CH:18]=[CH:17][C:3]=1[O:4][CH:5]([C:7]1[CH:16]=[CH:15][C:10]([C:11]([O:13]C)=[O:12])=[CH:9][CH:8]=1)[CH3:6].[OH-].[Li+].Cl. The catalyst is C1CCC(O)CC1.O. The product is [F:1][C:2]1[CH:20]=[C:19]([F:21])[CH:18]=[CH:17][C:3]=1[O:4][CH:5]([C:7]1[CH:16]=[CH:15][C:10]([C:11]([OH:13])=[O:12])=[CH:9][CH:8]=1)[CH3:6]. The yield is 0.880. (4) The reactants are [C-]#N.[Na+].Br[C:5]1[CH:6]=[C:7]2[C:11](=[CH:12][CH:13]=1)[N:10]([S:14]([C:17]1[CH:22]=[CH:21][C:20]([CH3:23])=[CH:19][CH:18]=1)(=[O:16])=[O:15])[CH:9]=[CH:8]2.[CH3:24][NH:25]CCNC.[OH-].[NH4+]. The catalyst is [Cu]I.O.C(OCC)(=O)C.C1(C)C=CC=CC=1. The product is [C:20]1([CH3:23])[CH:21]=[CH:22][C:17]([S:14]([N:10]2[C:11]3[C:7](=[CH:6][C:5]([C:24]#[N:25])=[CH:13][CH:12]=3)[CH:8]=[CH:9]2)(=[O:16])=[O:15])=[CH:18][CH:19]=1. The yield is 0.860. (5) The reactants are [CH3:1][C:2]1[CH:11]=[C:10]([N:12]2[CH2:17][CH2:16][N:15]([C:18](=[O:23])/[CH:19]=[CH:20]/[CH2:21][CH3:22])[CH2:14][CH2:13]2)[C:9]2[C:4](=[CH:5][CH:6]=[CH:7][CH:8]=2)[N:3]=1.ClC1C=CC=C(C(OO)=[O:32])C=1. The catalyst is ClCCl. The product is [CH3:1][C:2]1[CH:11]=[C:10]([N:12]2[CH2:17][CH2:16][N:15]([C:18](=[O:23])/[CH:19]=[CH:20]/[CH2:21][CH3:22])[CH2:14][CH2:13]2)[C:9]2[C:4](=[CH:5][CH:6]=[CH:7][CH:8]=2)[N+:3]=1[O-:32]. The yield is 0.185. (6) The reactants are Cl.[CH2:2]([S:4][C:5]1[N:6]=[CH:7][C:8]2[CH2:14][CH2:13][NH:12][CH2:11][C:9]=2[N:10]=1)[CH3:3].[CH3:15][C:16]([CH3:36])([O:18][C:19]([NH:21][C@H:22]([CH2:27][C:28]1[CH:33]=[C:32]([F:34])[CH:31]=[CH:30][C:29]=1[F:35])[CH2:23][C:24](O)=[O:25])=[O:20])[CH3:17].C(Cl)CCl.C1C=CC2N(O)N=NC=2C=1.C(N(C(C)C)CC)(C)C. The catalyst is ClCCl. The product is [CH3:17][C:16]([CH3:36])([O:18][C:19]([NH:21][C@H:22]([CH2:27][C:28]1[CH:33]=[C:32]([F:34])[CH:31]=[CH:30][C:29]=1[F:35])[CH2:23][C:24]([N:12]1[CH2:13][CH2:14][C:8]2[CH:7]=[N:6][C:5]([S:4][CH2:2][CH3:3])=[N:10][C:9]=2[CH2:11]1)=[O:25])=[O:20])[CH3:15]. The yield is 0.910.